From a dataset of Merck oncology drug combination screen with 23,052 pairs across 39 cell lines. Regression. Given two drug SMILES strings and cell line genomic features, predict the synergy score measuring deviation from expected non-interaction effect. (1) Drug 1: C=CCn1c(=O)c2cnc(Nc3ccc(N4CCN(C)CC4)cc3)nc2n1-c1cccc(C(C)(C)O)n1. Drug 2: NC1(c2ccc(-c3nc4ccn5c(=O)[nH]nc5c4cc3-c3ccccc3)cc2)CCC1. Cell line: ES2. Synergy scores: synergy=12.0. (2) Synergy scores: synergy=-11.0. Cell line: OCUBM. Drug 2: Cn1nnc2c(C(N)=O)ncn2c1=O. Drug 1: N.N.O=C(O)C1(C(=O)O)CCC1.[Pt].